Dataset: Reaction yield outcomes from USPTO patents with 853,638 reactions. Task: Predict the reaction yield, written as a fraction of the theoretical maximum amount of product (1.0 means a 100% yield; for example, 0.34 means a 34% yield). (1) The reactants are Cl.[Cl:2][C:3]1[C:4]([F:29])=[C:5]([CH:26]=[CH:27][CH:28]=1)[NH:6][C:7]1[C:16]2[C:11](=[CH:12][C:13]([O:24][CH3:25])=[C:14]([O:17][CH2:18][CH:19]3[CH2:23][CH2:22][NH:21][CH2:20]3)[CH:15]=2)[N:10]=[CH:9][N:8]=1.[C:30](OC(=O)C)(=[O:32])[CH3:31]. No catalyst specified. The product is [C:30]([N:21]1[CH2:22][CH2:23][CH:19]([CH2:18][O:17][C:14]2[CH:15]=[C:16]3[C:11](=[CH:12][C:13]=2[O:24][CH3:25])[N:10]=[CH:9][N:8]=[C:7]3[NH:6][C:5]2[CH:26]=[CH:27][CH:28]=[C:3]([Cl:2])[C:4]=2[F:29])[CH2:20]1)(=[O:32])[CH3:31]. The yield is 0.630. (2) The reactants are [CH2:1]([OH:6])/[CH:2]=[CH:3]/[CH2:4][OH:5].N1C=CN=C1.[Si:12](Cl)([C:15]([CH3:18])([CH3:17])[CH3:16])([CH3:14])[CH3:13].O. The catalyst is CN(C=O)C. The product is [Si:12]([O:5][CH2:4]/[CH:3]=[CH:2]/[CH2:1][OH:6])([C:15]([CH3:18])([CH3:17])[CH3:16])([CH3:14])[CH3:13]. The yield is 0.890. (3) The product is [C:27]([C:22]1[CH:23]=[C:24]2[C:19](=[CH:20][CH:21]=1)[C:18](=[O:31])[N:17]([C:13]1[C:12]([CH2:32][OH:33])=[C:11]([C:8]3[N:7]([CH3:34])[C:6]([C:4]([OH:5])=[O:3])=[CH:10][CH:9]=3)[CH:16]=[CH:15][CH:14]=1)[N:26]=[CH:25]2)([CH3:30])([CH3:28])[CH3:29]. The yield is 0.780. The reactants are O.C[O:3][C:4]([C:6]1[N:7]([CH3:34])[C:8]([C:11]2[CH:16]=[CH:15][CH:14]=[C:13]([N:17]3[N:26]=[CH:25][C:24]4[C:19](=[CH:20][CH:21]=[C:22]([C:27]([CH3:30])([CH3:29])[CH3:28])[CH:23]=4)[C:18]3=[O:31])[C:12]=2[CH2:32][OH:33])=[CH:9][CH:10]=1)=[O:5].[OH-].[Na+]. The catalyst is O1CCOCC1. (4) The reactants are [NH2:1][CH:2]1[CH2:11][C:10]2[C:5](=[C:6]([C:13]([NH2:15])=[O:14])[CH:7]=[CH:8][C:9]=2[F:12])[O:4][CH2:3]1.[F:16][C:17]1[CH:18]=[C:19]2[C:23](=[CH:24][CH:25]=1)[NH:22][CH:21]=[C:20]2[CH2:26][CH2:27][CH:28]=O.C(O)(=O)C.C([BH3-])#N.[Na+]. The catalyst is CO.CCOC(C)=O. The product is [F:12][C:9]1[CH:8]=[CH:7][C:6]([C:13]([NH2:15])=[O:14])=[C:5]2[C:10]=1[CH2:11][CH:2]([NH:1][CH2:28][CH2:27][CH2:26][C:20]1[C:19]3[C:23](=[CH:24][CH:25]=[C:17]([F:16])[CH:18]=3)[NH:22][CH:21]=1)[CH2:3][O:4]2. The yield is 0.590. (5) The reactants are C(OC([NH:8][CH2:9][C:10]([O:12][C:13]1[CH:18]=[CH:17][C:16]([C:19]2[C:20]([CH2:32][O:33][C:34]3[CH:39]=[C:38]([F:40])[CH:37]=[CH:36][C:35]=3[CH3:41])=[C:21]3[C:26](=[CH:27][CH:28]=2)[NH:25][C:24]([CH3:30])([CH3:29])[CH:23]=[C:22]3[CH3:31])=[C:15]([O:42][CH3:43])[CH:14]=1)=[O:11])=O)(C)(C)C.[ClH:44].O1CCOCC1. The catalyst is O1CCOCC1. The product is [ClH:44].[NH2:8][CH2:9][C:10]([O:12][C:13]1[CH:18]=[CH:17][C:16]([C:19]2[C:20]([CH2:32][O:33][C:34]3[CH:39]=[C:38]([F:40])[CH:37]=[CH:36][C:35]=3[CH3:41])=[C:21]3[C:26](=[CH:27][CH:28]=2)[NH:25][C:24]([CH3:30])([CH3:29])[CH:23]=[C:22]3[CH3:31])=[C:15]([O:42][CH3:43])[CH:14]=1)=[O:11]. The yield is 0.980. (6) The reactants are [CH2:1]([O:8][NH:9][S:10]([C:13]1[CH:18]=[CH:17][CH:16]=[CH:15][C:14]=1[N+:19]([O-:21])=[O:20])(=[O:12])=[O:11])[C:2]1[CH:7]=[CH:6][CH:5]=[CH:4][CH:3]=1.O[C@@H:23]1[CH2:28][N:27]([C:29]([O:31][C:32]([CH3:35])([CH3:34])[CH3:33])=[O:30])[C@H:26]([C:36]([O:38][CH2:39][CH3:40])=[O:37])[CH2:25][CH2:24]1.C1C=CC(P(C2C=CC=CC=2)C2C=CC=CC=2)=CC=1.CCOC(/N=N/C(OCC)=O)=O. The catalyst is C1COCC1. The product is [CH2:1]([O:8][N:9]([C@H:23]1[CH2:28][N:27]([C:29]([O:31][C:32]([CH3:33])([CH3:34])[CH3:35])=[O:30])[C@H:26]([C:36]([O:38][CH2:39][CH3:40])=[O:37])[CH2:25][CH2:24]1)[S:10]([C:13]1[CH:18]=[CH:17][CH:16]=[CH:15][C:14]=1[N+:19]([O-:21])=[O:20])(=[O:12])=[O:11])[C:2]1[CH:7]=[CH:6][CH:5]=[CH:4][CH:3]=1. The yield is 0.800. (7) The reactants are Br[C:2]1[S:6][C:5]([S:7]([NH:10][C@@H:11]([CH2:23][N:24]([CH3:26])[CH3:25])[CH2:12][C:13]([O:15][CH2:16][C:17]2[CH:22]=[CH:21][CH:20]=[CH:19][CH:18]=2)=[O:14])(=[O:9])=[O:8])=[CH:4][CH:3]=1.[C:27]([C:29]1[CH:34]=[CH:33][C:32]([CH2:35][CH2:36][CH2:37][CH2:38][CH3:39])=[CH:31][CH:30]=1)#[CH:28]. No catalyst specified. The product is [CH3:25][N:24]([CH3:26])[CH2:23][C@H:11]([NH:10][S:7]([C:5]1[S:6][C:2]([C:28]#[C:27][C:29]2[CH:34]=[CH:33][C:32]([CH2:35][CH2:36][CH2:37][CH2:38][CH3:39])=[CH:31][CH:30]=2)=[CH:3][CH:4]=1)(=[O:9])=[O:8])[CH2:12][C:13]([O:15][CH2:16][C:17]1[CH:22]=[CH:21][CH:20]=[CH:19][CH:18]=1)=[O:14]. The yield is 0.910. (8) The reactants are [C:1]1(=[O:6])[CH2:5][CH2:4][CH:3]=[CH:2]1.[CH2:7]([NH:14][CH:15]([CH2:20]OC)[Si](C)(C)C)[C:8]1[CH:13]=[CH:12][CH:11]=[CH:10][CH:9]=1.FC(F)(F)C(O)=O. The catalyst is ClCCl.C(=O)(O)[O-].[Na+]. The product is [CH2:7]([N:14]1[CH2:15][CH:20]2[C:1](=[O:6])[CH2:2][CH2:3][CH:4]2[CH2:5]1)[C:8]1[CH:9]=[CH:10][CH:11]=[CH:12][CH:13]=1. The yield is 1.00.